Dataset: CYP3A4 inhibition data for predicting drug metabolism from PubChem BioAssay. Task: Regression/Classification. Given a drug SMILES string, predict its absorption, distribution, metabolism, or excretion properties. Task type varies by dataset: regression for continuous measurements (e.g., permeability, clearance, half-life) or binary classification for categorical outcomes (e.g., BBB penetration, CYP inhibition). Dataset: cyp3a4_veith. The result is 1 (inhibitor). The compound is COc1cccc(-c2cncnc2NCc2cccc(C)c2)c1.